This data is from Forward reaction prediction with 1.9M reactions from USPTO patents (1976-2016). The task is: Predict the product of the given reaction. (1) Given the reactants C[C:2]1[CH:3]=[C:4]([CH:6]=[CH:7][C:8]=1[N+:9]([O-])=O)N.[CH3:12][C:13]1[CH:14]=[C:15]([N:22]=[C:23]=[S:24])[CH:16]=[CH:17][C:18]=1[N+:19]([O-:21])=[O:20].OCCN.Cl.Cl[CH2:31][C:32]1([NH2:37])[CH2:36][CH2:35][CH2:34][CH2:33]1, predict the reaction product. The product is: [OH:20][CH2:7][C:8]1([NH2:9])[CH2:2][CH2:3][CH2:4][CH2:6]1.[CH3:12][C:13]1[CH:14]=[C:15]([N:22]=[C:23]2[S:24][CH2:31][C:32]3([CH2:36][CH2:35][CH2:34][CH2:33]3)[NH:37]2)[CH:16]=[CH:17][C:18]=1[N+:19]([O-:21])=[O:20]. (2) Given the reactants [NH2:1][C:2]1[CH:3]=[C:4]([C:8]2[N:17]=[C:16]([NH:18][C:19]3[CH:20]=[C:21]4[C:25](=[CH:26][CH:27]=3)[N:24]([C:28]([O:30][C:31]([CH3:34])([CH3:33])[CH3:32])=[O:29])[N:23]=[CH:22]4)[C:15]3[C:10](=[CH:11][CH:12]=[CH:13][CH:14]=3)[N:9]=2)[CH:5]=[CH:6][CH:7]=1.Cl.[CH3:36][N:37]1[CH2:42][CH2:41][N:40]([C:43](Cl)=[O:44])[CH2:39][CH2:38]1.CCN(CC)CC, predict the reaction product. The product is: [CH3:36][N:37]1[CH2:42][CH2:41][N:40]([C:43]([NH:1][C:2]2[CH:3]=[C:4]([C:8]3[N:17]=[C:16]([NH:18][C:19]4[CH:20]=[C:21]5[C:25](=[CH:26][CH:27]=4)[N:24]([C:28]([O:30][C:31]([CH3:34])([CH3:33])[CH3:32])=[O:29])[N:23]=[CH:22]5)[C:15]4[C:10](=[CH:11][CH:12]=[CH:13][CH:14]=4)[N:9]=3)[CH:5]=[CH:6][CH:7]=2)=[O:44])[CH2:39][CH2:38]1. (3) Given the reactants C([N:8]1[CH2:13][CH2:12][N:11]([CH2:14][C:15]([NH2:17])=[O:16])[C@H:10]([CH3:18])[CH2:9]1)(OC(C)(C)C)=O.[ClH:19], predict the reaction product. The product is: [ClH:19].[CH3:18][C@@H:10]1[CH2:9][NH:8][CH2:13][CH2:12][N:11]1[CH2:14][C:15]([NH2:17])=[O:16]. (4) The product is: [CH2:1]([N:8]1[C@H:13]([CH2:14][CH2:15][O:16][Si:24]([C:27]([CH3:30])([CH3:29])[CH3:28])([CH3:26])[CH3:25])[CH2:12][O:11][CH:10]([CH3:17])[C:9]1=[O:18])[C:2]1[CH:3]=[CH:4][CH:5]=[CH:6][CH:7]=1. Given the reactants [CH2:1]([N:8]1[C@H:13]([CH2:14][CH2:15][OH:16])[CH2:12][O:11][CH:10]([CH3:17])[C:9]1=[O:18])[C:2]1[CH:7]=[CH:6][CH:5]=[CH:4][CH:3]=1.N1C=CN=C1.[Si:24](Cl)([C:27]([CH3:30])([CH3:29])[CH3:28])([CH3:26])[CH3:25], predict the reaction product. (5) The product is: [Cl:26][C:27]1[CH:28]=[C:29]([C:7]2[CH2:12][CH2:11][N:10]([C:13]([O:15][C:16]([CH3:19])([CH3:18])[CH3:17])=[O:14])[CH2:9][C:8]=2[C:20]([O:22][CH3:23])=[O:21])[CH:30]=[CH:31][C:32]=1[Cl:33]. Given the reactants FC(F)(F)S(O[C:7]1[CH2:12][CH2:11][N:10]([C:13]([O:15][C:16]([CH3:19])([CH3:18])[CH3:17])=[O:14])[CH2:9][C:8]=1[C:20]([O:22][CH3:23])=[O:21])(=O)=O.[Cl:26][C:27]1[CH:28]=[C:29](B(O)O)[CH:30]=[CH:31][C:32]=1[Cl:33].C([O-])([O-])=O.[Na+].[Na+].[NH4+].[Cl-], predict the reaction product. (6) Given the reactants C(OC([N:8]1[C@H:13]([C:14](=[O:24])[NH:15][CH:16]2[CH2:21][CH2:20][CH2:19][C:18]([CH3:23])([CH3:22])[CH2:17]2)[CH2:12][C@:11]2([CH2:25][OH:26])[C@H:9]1[CH2:10]2)=O)(C)(C)C.[ClH:27], predict the reaction product. The product is: [ClH:27].[CH3:22][C:18]1([CH3:23])[CH2:19][CH2:20][CH2:21][CH:16]([NH:15][C:14]([C@@H:13]2[CH2:12][C@:11]3([CH2:25][OH:26])[C@@H:9]([CH2:10]3)[NH:8]2)=[O:24])[CH2:17]1. (7) The product is: [OH:1][C:2]1[C:11]2[C:6](=[CH:7][CH:8]=[CH:9][CH:10]=2)[N:5]([NH:12][CH2:13][CH:14]([CH3:15])[CH3:16])[C:4](=[O:17])[C:3]=1[C:18]1[NH:23][C:22]2[CH:24]=[CH:25][C:26]([O:28][CH:32]([CH2:36][CH3:37])[C:33]([NH2:35])=[O:34])=[CH:27][C:21]=2[S:20](=[O:29])(=[O:30])[N:19]=1. Given the reactants [OH:1][C:2]1[C:11]2[C:6](=[CH:7][CH:8]=[CH:9][CH:10]=2)[N:5]([NH:12][CH2:13][CH:14]([CH3:16])[CH3:15])[C:4](=[O:17])[C:3]=1[C:18]1[NH:23][C:22]2[CH:24]=[CH:25][C:26]([OH:28])=[CH:27][C:21]=2[S:20](=[O:30])(=[O:29])[N:19]=1.Cl[CH:32]([CH2:36][CH3:37])[C:33]([NH2:35])=[O:34].C(=O)([O-])[O-].[Cs+].[Cs+].Cl, predict the reaction product. (8) Given the reactants Cl.[Cl:2][C:3]1[CH:4]=[C:5]2[C:10](=[CH:11][CH:12]=1)[CH:9]=[C:8]([S:13]([CH2:16][C@@H:17]([NH:36]C(=O)OC(C)(C)C)[C:18]([N:20]1[CH2:25][CH2:24][CH:23]([N:26]3[CH2:30][C:29]4=[CH:31][N:32]=[C:33]([CH3:34])[N:28]4[C:27]3=[O:35])[CH2:22][CH2:21]1)=[O:19])(=[O:15])=[O:14])[CH:7]=[CH:6]2, predict the reaction product. The product is: [NH2:36][C@H:17]([CH2:16][S:13]([C:8]1[CH:7]=[CH:6][C:5]2[C:10](=[CH:11][CH:12]=[C:3]([Cl:2])[CH:4]=2)[CH:9]=1)(=[O:14])=[O:15])[C:18]([N:20]1[CH2:21][CH2:22][CH:23]([N:26]2[CH2:30][C:29]3=[CH:31][N:32]=[C:33]([CH3:34])[N:28]3[C:27]2=[O:35])[CH2:24][CH2:25]1)=[O:19]. (9) Given the reactants [NH2:1][C:2]1[S:3][CH:4]=[C:5]([CH3:7])[N:6]=1.Br[CH2:9][C:10]([C:12]1[CH:17]=[CH:16][C:15]([N+:18]([O-:20])=[O:19])=[CH:14][CH:13]=1)=O.C(=O)(O)[O-].[Na+], predict the reaction product. The product is: [CH3:7][C:5]1[N:6]2[CH:9]=[C:10]([C:12]3[CH:13]=[CH:14][C:15]([N+:18]([O-:20])=[O:19])=[CH:16][CH:17]=3)[N:1]=[C:2]2[S:3][CH:4]=1. (10) Given the reactants [H-].[Al+3].[Li+].[H-].[H-].[H-].[CH2:7]([N:14]1[C@H:19]([CH3:20])[C:18](=O)[NH:17][C@H:16]([CH2:22][C:23]2[CH:28]=[CH:27][CH:26]=[CH:25][CH:24]=2)[C:15]1=O)[C:8]1[CH:13]=[CH:12][CH:11]=[CH:10][CH:9]=1, predict the reaction product. The product is: [CH2:7]([N:14]1[CH2:15][C@@H:16]([CH2:22][C:23]2[CH:28]=[CH:27][CH:26]=[CH:25][CH:24]=2)[NH:17][CH2:18][C@H:19]1[CH3:20])[C:8]1[CH:9]=[CH:10][CH:11]=[CH:12][CH:13]=1.